From a dataset of Catalyst prediction with 721,799 reactions and 888 catalyst types from USPTO. Predict which catalyst facilitates the given reaction. (1) Reactant: Cl[C:2]1[C:3]2[C:4](=[CH:18][N:19](CC3C=CC(OC)=CC=3)[N:20]=2)[N:5]=[C:6]([C:8]2[CH:9]=[C:10]([S:14]([NH2:17])(=[O:16])=[O:15])[CH:11]=[CH:12][CH:13]=2)[N:7]=1.[CH3:30][N:31]1[CH2:36][CH2:35][N:34]([C:37]2[CH:43]=[CH:42][C:40]([NH2:41])=[CH:39][CH:38]=2)[CH2:33][CH2:32]1.Cl. Product: [CH3:30][N:31]1[CH2:32][CH2:33][N:34]([C:37]2[CH:43]=[CH:42][C:40]([NH:41][C:2]3[C:3]4[NH:20][N:19]=[CH:18][C:4]=4[N:5]=[C:6]([C:8]4[CH:9]=[C:10]([S:14]([NH2:17])(=[O:15])=[O:16])[CH:11]=[CH:12][CH:13]=4)[N:7]=3)=[CH:39][CH:38]=2)[CH2:35][CH2:36]1. The catalyst class is: 71. (2) Reactant: [CH3:1][C:2]1[CH:7]=[CH:6][CH:5]=[C:4]([CH3:8])[C:3]=1[O:9][CH2:10][C:11]1[C:15]([C:16](OC)=[O:17])=[C:14]([CH:20]([CH3:22])[CH3:21])[O:13][N:12]=1.[H-].C([Al+]CC(C)C)C(C)C.C1(C)C=CC=CC=1.[C@H](O)(C([O-])=O)[C@@H](O)C([O-])=O.[Na+].[K+]. Product: [CH3:1][C:2]1[CH:7]=[CH:6][CH:5]=[C:4]([CH3:8])[C:3]=1[O:9][CH2:10][C:11]1[C:15]([CH2:16][OH:17])=[C:14]([CH:20]([CH3:22])[CH3:21])[O:13][N:12]=1. The catalyst class is: 54.